This data is from Full USPTO retrosynthesis dataset with 1.9M reactions from patents (1976-2016). The task is: Predict the reactants needed to synthesize the given product. (1) The reactants are: [OH:1][C:2]1[C:3]2[CH:27]=[CH:26][S:25][C:4]=2[N:5]([CH:22]([CH3:24])[CH3:23])[C:6](=[O:21])[C:7]=1[C:8]([NH:10][CH2:11][CH2:12][CH2:13][N:14]1[CH2:19][CH2:18][CH:17](C)[CH2:16][CH2:15]1)=[O:9].[CH2:28]([Li])CCC.CI. Given the product [CH:22]([N:5]1[C:6](=[O:21])[C:7]([C:8]([NH:10][CH2:11][CH2:12][CH2:13][N:14]2[CH2:15][CH2:16][CH2:17][CH2:18][CH2:19]2)=[O:9])=[C:2]([O:1][CH3:28])[C:3]2[CH:27]=[CH:26][S:25][C:4]1=2)([CH3:24])[CH3:23], predict the reactants needed to synthesize it. (2) Given the product [NH2:1][C:2]1[C:11]([I:12])=[CH:10][C:9]([O:28][C:29]([F:32])([F:31])[F:30])=[CH:8][C:3]=1[C:4]([O:6][CH3:7])=[O:5], predict the reactants needed to synthesize it. The reactants are: [NH2:1][C:2]1[C:11]([I:12])=[CH:10][C:9](C(F)(F)F)=[CH:8][C:3]=1[C:4]([O:6][CH3:7])=[O:5].NC1C=CC([O:28][C:29]([F:32])([F:31])[F:30])=CC=1C(OC)=O. (3) The reactants are: [CH3:1][C:2]1([CH3:9])[O:6][CH:5]([CH2:7][OH:8])[CH2:4][O:3]1.[F:10][C:11]1[CH:12]=[C:13]2[C:18](=[CH:19][C:20]=1F)[N:17]([CH2:22][C:23]1[CH:28]=[CH:27][C:26]([C:29]([F:32])([F:31])[F:30])=[CH:25][CH:24]=1)[CH:16]=[C:15]([C:33]1[N:37]=[C:36]([C:38]([C:41]3[CH:46]=[CH:45][C:44]([F:47])=[CH:43][CH:42]=3)([CH3:40])[CH3:39])[O:35][N:34]=1)[C:14]2=[O:48]. Given the product [CH3:1][C:2]1([CH3:9])[O:6][CH:5]([CH2:7][O:8][C:20]2[CH:19]=[C:18]3[C:13]([C:14](=[O:48])[C:15]([C:33]4[N:37]=[C:36]([C:38]([C:41]5[CH:42]=[CH:43][C:44]([F:47])=[CH:45][CH:46]=5)([CH3:40])[CH3:39])[O:35][N:34]=4)=[CH:16][N:17]3[CH2:22][C:23]3[CH:24]=[CH:25][C:26]([C:29]([F:30])([F:32])[F:31])=[CH:27][CH:28]=3)=[CH:12][C:11]=2[F:10])[CH2:4][O:3]1, predict the reactants needed to synthesize it. (4) The reactants are: [CH3:1][NH:2][C:3]([C:5]1[CH:10]=[CH:9][C:8]([N:11]2[CH:20]=[C:19]3[C:13]([CH2:14][CH2:15][N:16](C(OC(C)(C)C)=O)[CH2:17][CH2:18]3)=[N:12]2)=[CH:7][CH:6]=1)=[O:4].FC(F)(F)C(O)=O. Given the product [CH3:1][NH:2][C:3](=[O:4])[C:5]1[CH:10]=[CH:9][C:8]([N:11]2[CH:20]=[C:19]3[C:13]([CH2:14][CH2:15][NH:16][CH2:17][CH2:18]3)=[N:12]2)=[CH:7][CH:6]=1, predict the reactants needed to synthesize it. (5) The reactants are: [CH2:1]([O:8][C:9]1[CH:18]=[C:17]2[C:12]([C:13]([O:19][C:20]3[CH:25]=[CH:24][C:23]([N+:26]([O-])=O)=[CH:22][C:21]=3[F:29])=[CH:14][CH:15]=[N:16]2)=[CH:11][C:10]=1[O:30][CH3:31])[C:2]1[CH:7]=[CH:6][CH:5]=[CH:4][CH:3]=1.NN. Given the product [CH2:1]([O:8][C:9]1[CH:18]=[C:17]2[C:12]([C:13]([O:19][C:20]3[CH:25]=[CH:24][C:23]([NH2:26])=[CH:22][C:21]=3[F:29])=[CH:14][CH:15]=[N:16]2)=[CH:11][C:10]=1[O:30][CH3:31])[C:2]1[CH:7]=[CH:6][CH:5]=[CH:4][CH:3]=1, predict the reactants needed to synthesize it. (6) Given the product [Br:1][C:2]1[CH:3]=[CH:4][C:5]2[N:11]([CH3:18])[C:10](=[O:12])[O:9][C:7](=[O:8])[C:6]=2[CH:13]=1, predict the reactants needed to synthesize it. The reactants are: [Br:1][C:2]1[CH:13]=[C:6]2[C:7]([O:9][C:10](=[O:12])[NH:11][C:5]2=[CH:4][CH:3]=1)=[O:8].[H-].[Na+].O.Cl[CH2:18]Cl. (7) Given the product [Br:3][C:4]1[N:8]2[CH:9]=[C:10]([CH:17]3[CH2:18][CH2:19]3)[CH:11]=[C:12]([C:13]([F:15])([F:14])[F:16])[C:7]2=[N:6][C:5]=1[C:20]([OH:22])=[O:21], predict the reactants needed to synthesize it. The reactants are: [OH-].[Na+].[Br:3][C:4]1[N:8]2[CH:9]=[C:10]([CH:17]3[CH2:19][CH2:18]3)[CH:11]=[C:12]([C:13]([F:16])([F:15])[F:14])[C:7]2=[N:6][C:5]=1[C:20]([O:22]C)=[O:21].Cl.